This data is from Peptide-MHC class II binding affinity with 134,281 pairs from IEDB. The task is: Regression. Given a peptide amino acid sequence and an MHC pseudo amino acid sequence, predict their binding affinity value. This is MHC class II binding data. (1) The peptide sequence is EHEILNDSGETVKCR. The MHC is HLA-DQA10501-DQB10402 with pseudo-sequence HLA-DQA10501-DQB10402. The binding affinity (normalized) is 0.214. (2) The binding affinity (normalized) is 0.340. The MHC is DRB1_0101 with pseudo-sequence DRB1_0101. The peptide sequence is EKKYFAATQFEPEAA. (3) The peptide sequence is SGGFSTTVSTEQNVP. The MHC is DRB4_0101 with pseudo-sequence DRB4_0103. The binding affinity (normalized) is 0.351. (4) The peptide sequence is TMAGCGYLMFLGGVK. The MHC is DRB3_0101 with pseudo-sequence DRB3_0101. The binding affinity (normalized) is 0. (5) The peptide sequence is YDCVSFCYMHHMELP. The MHC is DRB1_0101 with pseudo-sequence DRB1_0101. The binding affinity (normalized) is 0.549. (6) The peptide sequence is DWLNKYSYYPEDPVK. The MHC is DRB3_0101 with pseudo-sequence DRB3_0101. The binding affinity (normalized) is 0.233.